The task is: Predict the reactants needed to synthesize the given product.. This data is from Full USPTO retrosynthesis dataset with 1.9M reactions from patents (1976-2016). (1) The reactants are: [CH2:1]([C:9]1[CH:15]=[CH:14][C:12]([NH2:13])=[CH:11][CH:10]=1)[CH2:2][CH2:3][CH2:4][CH2:5][CH2:6][CH2:7][CH3:8].C(OC([NH:23][C@@H:24]([C:28](O)=[O:29])[C@@H:25]([CH3:27])[OH:26])=O)(C)(C)C. Given the product [NH2:23][C@@H:24]([C@@H:25]([OH:26])[CH3:27])[C:28]([NH:13][C:12]1[CH:11]=[CH:10][C:9]([CH2:1][CH2:2][CH2:3][CH2:4][CH2:5][CH2:6][CH2:7][CH3:8])=[CH:15][CH:14]=1)=[O:29], predict the reactants needed to synthesize it. (2) Given the product [Cl:1][C:2]1[C:7]([O:8][CH3:9])=[CH:6][C:5]([O:10][CH3:11])=[CH:4][C:3]=1[C:12]1[C:24](=[O:25])[N:23]([CH2:26][CH2:27][CH2:28][N:29]2[CH2:34][CH2:33][N:32]([C:35]([O:37][C:38]([CH3:41])([CH3:40])[CH3:39])=[O:36])[CH2:31][CH2:30]2)[C:15]2[N:16]=[C:17]([NH:47][CH3:46])[N:18]=[CH:19][C:14]=2[CH:13]=1, predict the reactants needed to synthesize it. The reactants are: [Cl:1][C:2]1[C:7]([O:8][CH3:9])=[CH:6][C:5]([O:10][CH3:11])=[CH:4][C:3]=1[C:12]1[C:24](=[O:25])[N:23]([CH2:26][CH2:27][CH2:28][N:29]2[CH2:34][CH2:33][N:32]([C:35]([O:37][C:38]([CH3:41])([CH3:40])[CH3:39])=[O:36])[CH2:31][CH2:30]2)[C:15]2[N:16]=[C:17](S(C)=O)[N:18]=[CH:19][C:14]=2[CH:13]=1.CN.Cl.C[CH2:46][N:47](C(C)C)C(C)C. (3) Given the product [CH2:24]([O:23][C@H:13]1[C@H:14]([O:15][CH2:16][C:17]2[CH:18]=[CH:19][CH:20]=[CH:21][CH:22]=2)[C@@H:9]([O:8][CH2:1][C:2]2[CH:7]=[CH:6][CH:5]=[CH:4][CH:3]=2)[CH:10]([C:41]2[CH:49]=[C:48]([CH2:50][C:51]3[CH:52]=[CH:53][C:54]([O:57][CH3:58])=[CH:55][CH:56]=3)[C:47]([Br:59])=[C:46]3[C:42]=2[CH2:43][CH2:44][CH2:45]3)[O:11][C@@H:12]1[CH2:31][O:32][CH2:33][C:34]1[CH:35]=[CH:36][CH:37]=[CH:38][CH:39]=1)[C:25]1[CH:30]=[CH:29][CH:28]=[CH:27][CH:26]=1, predict the reactants needed to synthesize it. The reactants are: [CH2:1]([O:8][C@@H:9]1[C@@H:14]([O:15][CH2:16][C:17]2[CH:22]=[CH:21][CH:20]=[CH:19][CH:18]=2)[C@H:13]([O:23][CH2:24][C:25]2[CH:30]=[CH:29][CH:28]=[CH:27][CH:26]=2)[C@@H:12]([CH2:31][O:32][CH2:33][C:34]2[CH:39]=[CH:38][CH:37]=[CH:36][CH:35]=2)[O:11][C:10]1([C:41]1[CH:49]=[C:48]([CH2:50][C:51]2[CH:56]=[CH:55][C:54]([O:57][CH3:58])=[CH:53][CH:52]=2)[C:47]([Br:59])=[C:46]2[C:42]=1[CH2:43][CH2:44][CH2:45]2)O)[C:2]1[CH:7]=[CH:6][CH:5]=[CH:4][CH:3]=1.C([SiH](CC)CC)C.B(F)(F)F.CCOCC.C([O-])([O-])=O.[K+].[K+]. (4) Given the product [F:54][C:50]1[CH:49]=[C:48]([CH:53]=[CH:52][CH:51]=1)[O:47][C:43]1([CH2:55][OH:56])[CH2:44][CH2:45][CH2:46][CH:41]([NH:40][C:17]([C:14]2[CH:15]=[C:16]3[C:11](=[CH:12][CH:13]=2)[N:10]([C:20]([C:21]2[CH:22]=[CH:23][CH:24]=[CH:25][CH:26]=2)([C:27]2[CH:32]=[CH:31][CH:30]=[CH:29][CH:28]=2)[C:33]2[CH:34]=[CH:35][CH:36]=[CH:37][CH:38]=2)[N:9]=[C:8]3[C:6]2[CH:5]=[CH:4][N:3]=[C:2]([CH3:1])[CH:7]=2)=[O:18])[CH2:42]1, predict the reactants needed to synthesize it. The reactants are: [CH3:1][C:2]1[CH:7]=[C:6]([C:8]2[C:16]3[C:11](=[CH:12][CH:13]=[C:14]([C:17](O)=[O:18])[CH:15]=3)[N:10]([C:20]([C:33]3[CH:38]=[CH:37][CH:36]=[CH:35][CH:34]=3)([C:27]3[CH:32]=[CH:31][CH:30]=[CH:29][CH:28]=3)[C:21]3[CH:26]=[CH:25][CH:24]=[CH:23][CH:22]=3)[N:9]=2)[CH:5]=[CH:4][N:3]=1.Cl.[NH2:40][CH:41]1[CH2:46][CH2:45][CH2:44][C:43]([CH2:55][OH:56])([O:47][C:48]2[CH:53]=[CH:52][CH:51]=[C:50]([F:54])[CH:49]=2)[CH2:42]1.CN(C(ON1N=NC2C=CC=NC1=2)=[N+](C)C)C.F[P-](F)(F)(F)(F)F.CCN(C(C)C)C(C)C.